Dataset: Reaction yield outcomes from USPTO patents with 853,638 reactions. Task: Predict the reaction yield, written as a fraction of the theoretical maximum amount of product (1.0 means a 100% yield; for example, 0.34 means a 34% yield). The reactants are C[O:2][C:3](=O)[CH:4]([CH:28]1[CH2:30][CH2:29]1)[O:5][C:6]1[CH:27]=[CH:26][C:9]2[C:10]3[N:14]([CH2:15][CH2:16][O:17][C:8]=2[CH:7]=1)[CH:13]=[C:12]([C:18]1[N:19]([CH:23]([CH3:25])[CH3:24])[N:20]=[CH:21][N:22]=1)[N:11]=3.[NH3:32]. The catalyst is CO. The product is [CH:28]1([CH:4]([O:5][C:6]2[CH:27]=[CH:26][C:9]3[C:10]4[N:14]([CH:13]=[C:12]([C:18]5[N:19]([CH:23]([CH3:25])[CH3:24])[N:20]=[CH:21][N:22]=5)[N:11]=4)[CH2:15][CH2:16][O:17][C:8]=3[CH:7]=2)[C:3]([NH2:32])=[O:2])[CH2:29][CH2:30]1. The yield is 0.500.